From a dataset of Forward reaction prediction with 1.9M reactions from USPTO patents (1976-2016). Predict the product of the given reaction. (1) Given the reactants [Br:1]Br.[O:3]=[C:4]1[CH:13]=[CH:12][C:11]2[C:6](=[CH:7][C:8]([CH:14]3[CH2:19][CH2:18][N:17]([C:20]([O:22][C:23]([CH3:26])([CH3:25])[CH3:24])=[O:21])[CH2:16][CH2:15]3)=[CH:9][CH:10]=2)[O:5]1.C([O-])(=O)C.[Na+], predict the reaction product. The product is: [Br:1][C:13]1[C:4](=[O:3])[O:5][C:6]2[C:11]([CH:12]=1)=[CH:10][CH:9]=[C:8]([CH:14]1[CH2:15][CH2:16][N:17]([C:20]([O:22][C:23]([CH3:26])([CH3:25])[CH3:24])=[O:21])[CH2:18][CH2:19]1)[CH:7]=2. (2) Given the reactants [C:1]([O:4][C:5](=[O:7])[CH3:6])(=O)[CH3:2].N1C=CC=CC=1.[CH2:14](O)[CH2:15][CH2:16][CH2:17][CH2:18][CH2:19][CH2:20][CH2:21]/[CH:22]=[CH:23]\CC, predict the reaction product. The product is: [C:5]([O:4][CH2:1][CH2:2][CH2:23][CH2:22][CH2:21][CH2:20][CH2:19][CH2:18]/[CH:17]=[CH:16]\[CH2:15][CH3:14])(=[O:7])[CH3:6].